Dataset: Forward reaction prediction with 1.9M reactions from USPTO patents (1976-2016). Task: Predict the product of the given reaction. (1) Given the reactants [CH2:1]([N:5]1[C:14]2[C:9](=[N:10][CH:11]=[C:12]([CH2:15][C:16]3[CH:21]=[CH:20][C:19]([F:22])=[CH:18][CH:17]=3)[CH:13]=2)[C:8]([OH:23])=[C:7]([C:24](OCC)=[O:25])[C:6]1=[O:29])[CH2:2][CH2:3][CH3:4].[NH2:30][CH2:31][C@@H:32]([OH:34])[CH3:33], predict the reaction product. The product is: [CH2:1]([N:5]1[C:14]2[C:9](=[N:10][CH:11]=[C:12]([CH2:15][C:16]3[CH:21]=[CH:20][C:19]([F:22])=[CH:18][CH:17]=3)[CH:13]=2)[C:8]([OH:23])=[C:7]([C:24]([NH:30][CH2:31][C@@H:32]([OH:34])[CH3:33])=[O:25])[C:6]1=[O:29])[CH2:2][CH2:3][CH3:4]. (2) Given the reactants [CH:1]1[C:6]([NH2:7])=[CH:5][CH:4]=[C:3]([OH:8])[CH:2]=1.CC(C)([O-])C.[K+].C(=O)([O-])[O-].[K+].[K+].[CH2:21]([O:28][CH2:29][N:30]1[C:34]2=[N:35][CH:36]=[CH:37][C:38](Cl)=[C:33]2[CH:32]=[N:31]1)[C:22]1[CH:27]=[CH:26][CH:25]=[CH:24][CH:23]=1, predict the reaction product. The product is: [CH2:21]([O:28][CH2:29][N:30]1[C:34]2=[N:35][CH:36]=[CH:37][C:38]([O:8][C:3]3[CH:4]=[CH:5][C:6]([NH2:7])=[CH:1][CH:2]=3)=[C:33]2[CH:32]=[N:31]1)[C:22]1[CH:23]=[CH:24][CH:25]=[CH:26][CH:27]=1. (3) Given the reactants [Cl:1][C:2]1[CH:3]=[C:4]2[C:8](=[CH:9][CH:10]=1)[NH:7][C:6](=[O:11])[C:5]2([C:27]1[CH:32]=[CH:31][CH:30]=[CH:29][C:28]=1[O:33][CH3:34])[CH2:12][C:13](=[O:26])[N:14]1[CH2:19][CH2:18][CH:17]([C:20]2[CH:25]=[CH:24][N:23]=[CH:22][CH:21]=2)[CH2:16][CH2:15]1.[CH3:35][O:36][C:37]1[CH:42]=[CH:41][C:40]([S:43](Cl)(=[O:45])=[O:44])=[C:39]([O:47][C:48]([F:51])([F:50])[F:49])[CH:38]=1, predict the reaction product. The product is: [Cl:1][C:2]1[CH:3]=[C:4]2[C:8](=[CH:9][CH:10]=1)[N:7]([S:43]([C:40]1[CH:41]=[CH:42][C:37]([O:36][CH3:35])=[CH:38][C:39]=1[O:47][C:48]([F:49])([F:50])[F:51])(=[O:45])=[O:44])[C:6](=[O:11])[C:5]2([C:27]1[CH:32]=[CH:31][CH:30]=[CH:29][C:28]=1[O:33][CH3:34])[CH2:12][C:13](=[O:26])[N:14]1[CH2:15][CH2:16][CH:17]([C:20]2[CH:21]=[CH:22][N:23]=[CH:24][CH:25]=2)[CH2:18][CH2:19]1. (4) Given the reactants [F:1][C:2]1[CH:7]=[C:6]([C:8]2[N:12]([CH3:13])[CH:11]=[N:10][CH:9]=2)[CH:5]=[CH:4][C:3]=1[OH:14].[C:15]([C:17]1[N:21]([CH:22]2[CH2:27][CH2:26][N:25]([C:28]([O:30][CH:31]([CH3:33])[CH3:32])=[O:29])[CH2:24][CH2:23]2)[N:20]=[CH:19][C:18]=1[CH2:34]OS(C)(=O)=O)#[N:16], predict the reaction product. The product is: [C:15]([C:17]1[N:21]([CH:22]2[CH2:23][CH2:24][N:25]([C:28]([O:30][CH:31]([CH3:32])[CH3:33])=[O:29])[CH2:26][CH2:27]2)[N:20]=[CH:19][C:18]=1[CH2:34][O:14][C:3]1[CH:4]=[CH:5][C:6]([C:8]2[N:12]([CH3:13])[CH:11]=[N:10][CH:9]=2)=[CH:7][C:2]=1[F:1])#[N:16]. (5) Given the reactants [NH2:1][C:2]1[N:7]=[N:6][C:5]([C:8]2[CH:9]=[C:10]([CH:15]=[CH:16][CH:17]=2)[C:11]([O:13][CH3:14])=[O:12])=[CH:4][CH:3]=1.C([O-])(O)=O.[Na+].[Br:23]Br, predict the reaction product. The product is: [NH2:1][C:2]1[N:7]=[N:6][C:5]([C:8]2[CH:9]=[C:10]([CH:15]=[CH:16][CH:17]=2)[C:11]([O:13][CH3:14])=[O:12])=[CH:4][C:3]=1[Br:23]. (6) The product is: [Br:1][C:2]1[CH:11]=[CH:10][CH:9]=[C:8]2[C:3]=1[CH:4]=[CH:5][N+:6]([O-:22])=[CH:7]2. Given the reactants [Br:1][C:2]1[CH:11]=[CH:10][CH:9]=[C:8]2[C:3]=1[CH:4]=[CH:5][N:6]=[CH:7]2.O.O.O.O.O.O.C(O[O-])(=O)C1C(=CC=CC=1)C([O-])=[O:22].[Mg+2], predict the reaction product.